From a dataset of Full USPTO retrosynthesis dataset with 1.9M reactions from patents (1976-2016). Predict the reactants needed to synthesize the given product. (1) Given the product [O:6]=[C:2]1[NH:3][CH2:4][CH2:5][N:1]1[CH2:18][C:19]#[N:20], predict the reactants needed to synthesize it. The reactants are: [NH:1]1[CH2:5][CH2:4][NH:3][C:2]1=[O:6].[Li+].C[Si]([N-][Si](C)(C)C)(C)C.Br[CH2:18][C:19]#[N:20]. (2) Given the product [O:40]=[C:39]1[NH:9][CH:10]([C:11]2[CH:18]=[CH:17][C:14]([C:15]#[N:16])=[CH:13][C:12]=2[S:19][CH3:20])[C:21]2[C:26](=[O:27])[CH2:25][CH2:24][CH2:23][C:22]=2[N:28]1[C:29]1[CH:34]=[CH:33][CH:32]=[C:31]([C:35]([F:38])([F:36])[F:37])[CH:30]=1, predict the reactants needed to synthesize it. The reactants are: C(N(CC)CC)C.Cl.[NH2:9][CH:10]([C:21]1[C:26](=[O:27])[CH2:25][CH2:24][CH2:23][C:22]=1[NH:28][C:29]1[CH:34]=[CH:33][CH:32]=[C:31]([C:35]([F:38])([F:37])[F:36])[CH:30]=1)[C:11]1[CH:18]=[CH:17][C:14]([C:15]#[N:16])=[CH:13][C:12]=1[S:19][CH3:20].[C:39](N1C=CN=C1)(N1C=CN=C1)=[O:40].